From a dataset of Full USPTO retrosynthesis dataset with 1.9M reactions from patents (1976-2016). Predict the reactants needed to synthesize the given product. (1) Given the product [CH3:36][N:37]([CH3:47])[C:38]1[CH:43]=[CH:42][C:41]([C:2]2[N:7]=[C:6]3[N:8]([CH2:17][O:18][CH2:19][CH2:20][Si:21]([CH3:22])([CH3:23])[CH3:24])[N:9]=[C:10]([C:11]4[CH:12]=[CH:13][CH:14]=[CH:15][CH:16]=4)[C:5]3=[C:4]([C:25]([F:27])([F:26])[F:28])[CH:3]=2)=[CH:40][CH:39]=1, predict the reactants needed to synthesize it. The reactants are: Br[C:2]1[N:7]=[C:6]2[N:8]([CH2:17][O:18][CH2:19][CH2:20][Si:21]([CH3:24])([CH3:23])[CH3:22])[N:9]=[C:10]([C:11]3[CH:16]=[CH:15][CH:14]=[CH:13][CH:12]=3)[C:5]2=[C:4]([C:25]([F:28])([F:27])[F:26])[CH:3]=1.COCCOC.O.[CH3:36][N:37]([CH3:47])[C:38]1[CH:43]=[CH:42][C:41](B(O)O)=[CH:40][CH:39]=1.O.O.P([O-])([O-])([O-])=O.[K+].[K+].[K+]. (2) Given the product [F:41][CH:11]([F:10])[C:12]1[N:16]([C:17]2[N:22]=[C:21]([N:23]3[CH2:24][CH2:25][O:26][CH2:27][CH2:28]3)[N:20]=[C:19]([N:29]3[CH2:34][CH2:33][N:32]([S:48]([C:44]4[CH:43]=[N:42][CH:47]=[CH:46][CH:45]=4)(=[O:50])=[O:49])[CH2:31][CH2:30]3)[N:18]=2)[C:15]2[CH:35]=[CH:36][CH:37]=[C:38]([O:39][CH3:40])[C:14]=2[N:13]=1, predict the reactants needed to synthesize it. The reactants are: CCN(C(C)C)C(C)C.[F:10][CH:11]([F:41])[C:12]1[N:16]([C:17]2[N:22]=[C:21]([N:23]3[CH2:28][CH2:27][O:26][CH2:25][CH2:24]3)[N:20]=[C:19]([N:29]3[CH2:34][CH2:33][NH:32][CH2:31][CH2:30]3)[N:18]=2)[C:15]2[CH:35]=[CH:36][CH:37]=[C:38]([O:39][CH3:40])[C:14]=2[N:13]=1.[N:42]1[CH:47]=[CH:46][CH:45]=[C:44]([S:48](Cl)(=[O:50])=[O:49])[CH:43]=1.